This data is from Reaction yield outcomes from USPTO patents with 853,638 reactions. The task is: Predict the reaction yield, written as a fraction of the theoretical maximum amount of product (1.0 means a 100% yield; for example, 0.34 means a 34% yield). The reactants are [Br:1][C:2]1[C:7]([Cl:8])=[C:6]([CH2:9][C:10]2[CH:15]=[CH:14][C:13]([O:16][CH2:17][CH3:18])=[CH:12][CH:11]=2)[CH:5]=[C:4]([CH:19]2[C@H:24]([O:25][CH2:26][C:27]3[CH:32]=[CH:31][CH:30]=[CH:29][CH:28]=3)[C@@H:23]([O:33][CH2:34][C:35]3[CH:40]=[CH:39][CH:38]=[CH:37][CH:36]=3)[C@H:22]([O:41][CH2:42][C:43]3[CH:48]=[CH:47][CH:46]=[CH:45][CH:44]=3)[C@@H:21]([CH2:49][O:50][CH2:51][C:52]3[CH:57]=[CH:56][CH:55]=[CH:54][CH:53]=3)[O:20]2)[C:3]=1[OH:58].C([O-])([O-])=O.[K+].[K+].[CH2:65](Br)[CH:66]=[CH2:67]. The catalyst is CC(C)=O.C([O-])(O)=O.[Na+]. The product is [CH2:67]([O:58][C:3]1[C:2]([Br:1])=[C:7]([Cl:8])[C:6]([CH2:9][C:10]2[CH:15]=[CH:14][C:13]([O:16][CH2:17][CH3:18])=[CH:12][CH:11]=2)=[CH:5][C:4]=1[CH:19]1[C@H:24]([O:25][CH2:26][C:27]2[CH:32]=[CH:31][CH:30]=[CH:29][CH:28]=2)[C@@H:23]([O:33][CH2:34][C:35]2[CH:40]=[CH:39][CH:38]=[CH:37][CH:36]=2)[C@H:22]([O:41][CH2:42][C:43]2[CH:44]=[CH:45][CH:46]=[CH:47][CH:48]=2)[C@@H:21]([CH2:49][O:50][CH2:51][C:52]2[CH:53]=[CH:54][CH:55]=[CH:56][CH:57]=2)[O:20]1)[CH:66]=[CH2:65]. The yield is 0.620.